Regression/Classification. Given a drug SMILES string, predict its absorption, distribution, metabolism, or excretion properties. Task type varies by dataset: regression for continuous measurements (e.g., permeability, clearance, half-life) or binary classification for categorical outcomes (e.g., BBB penetration, CYP inhibition). Dataset: cyp3a4_veith. From a dataset of CYP3A4 inhibition data for predicting drug metabolism from PubChem BioAssay. (1) The compound is CO[C@H]1COC(=O)C/C=C\[C@H](C)[C@@H](OC)COC(=O)[C@H](Cc2ccccc2)NC(=O)C/C=C\[C@@H]1C. The result is 1 (inhibitor). (2) The molecule is Cc1ccc(S(=O)(=O)O/N=C2/CCCc3occc32)cc1. The result is 0 (non-inhibitor). (3) The compound is CC(CC(=O)O)CC(=O)Nc1ccc(S(N)(=O)=O)cc1. The result is 0 (non-inhibitor). (4) The drug is COc1ccc(C(=O)N2CCC3(CCCN(Cc4ccncc4)C3)CC2)cc1. The result is 1 (inhibitor).